Dataset: Full USPTO retrosynthesis dataset with 1.9M reactions from patents (1976-2016). Task: Predict the reactants needed to synthesize the given product. Given the product [OH:23][C:12]1[C:11]([CH:24]([CH3:26])[CH3:25])=[N:10][N:9]([CH2:8][C:5]2[CH:6]=[CH:7][C:2]([C:30]3[CH:31]=[CH:32][N:27]=[CH:28][CH:29]=3)=[CH:3][CH:4]=2)[C:14](=[O:15])[C:13]=1[C:16]([NH:18][CH2:19][C:20]([OH:22])=[O:21])=[O:17], predict the reactants needed to synthesize it. The reactants are: Br[C:2]1[CH:7]=[CH:6][C:5]([CH2:8][N:9]2[C:14](=[O:15])[C:13]([C:16]([NH:18][CH2:19][C:20]([OH:22])=[O:21])=[O:17])=[C:12]([OH:23])[C:11]([CH:24]([CH3:26])[CH3:25])=[N:10]2)=[CH:4][CH:3]=1.[N:27]1[CH:32]=[CH:31][C:30](B(O)O)=[CH:29][CH:28]=1.C(=O)([O-])[O-].[K+].[K+].Cl.